From a dataset of NCI-60 drug combinations with 297,098 pairs across 59 cell lines. Regression. Given two drug SMILES strings and cell line genomic features, predict the synergy score measuring deviation from expected non-interaction effect. (1) Drug 2: C1CCC(C(C1)N)N.C(=O)(C(=O)[O-])[O-].[Pt+4]. Cell line: SR. Drug 1: C1=NC2=C(N=C(N=C2N1C3C(C(C(O3)CO)O)F)Cl)N. Synergy scores: CSS=46.4, Synergy_ZIP=-0.689, Synergy_Bliss=-3.75, Synergy_Loewe=-5.28, Synergy_HSA=-3.17. (2) Drug 1: COC1=NC(=NC2=C1N=CN2C3C(C(C(O3)CO)O)O)N. Drug 2: C1CCC(C(C1)N)N.C(=O)(C(=O)[O-])[O-].[Pt+4]. Cell line: SF-268. Synergy scores: CSS=12.3, Synergy_ZIP=-2.72, Synergy_Bliss=2.24, Synergy_Loewe=-12.1, Synergy_HSA=0.831. (3) Drug 1: C1=CC=C(C(=C1)C(C2=CC=C(C=C2)Cl)C(Cl)Cl)Cl. Drug 2: CC(C)CN1C=NC2=C1C3=CC=CC=C3N=C2N. Cell line: CAKI-1. Synergy scores: CSS=-3.12, Synergy_ZIP=-3.16, Synergy_Bliss=-8.83, Synergy_Loewe=-5.25, Synergy_HSA=-7.07. (4) Drug 1: C1=C(C(=O)NC(=O)N1)F. Drug 2: CN(CCCl)CCCl.Cl. Cell line: PC-3. Synergy scores: CSS=34.8, Synergy_ZIP=-4.33, Synergy_Bliss=-1.81, Synergy_Loewe=0.556, Synergy_HSA=1.01. (5) Drug 2: C(CN)CNCCSP(=O)(O)O. Drug 1: CC1CCC2CC(C(=CC=CC=CC(CC(C(=O)C(C(C(=CC(C(=O)CC(OC(=O)C3CCCCN3C(=O)C(=O)C1(O2)O)C(C)CC4CCC(C(C4)OC)OCCO)C)C)O)OC)C)C)C)OC. Synergy scores: CSS=9.39, Synergy_ZIP=0.291, Synergy_Bliss=5.94, Synergy_Loewe=4.88, Synergy_HSA=4.92. Cell line: IGROV1. (6) Drug 2: C1CN(P(=O)(OC1)NCCCl)CCCl. Cell line: DU-145. Synergy scores: CSS=40.6, Synergy_ZIP=8.39, Synergy_Bliss=9.59, Synergy_Loewe=-30.4, Synergy_HSA=7.23. Drug 1: CC1=C(C(=O)C2=C(C1=O)N3CC4C(C3(C2COC(=O)N)OC)N4)N.